From a dataset of Forward reaction prediction with 1.9M reactions from USPTO patents (1976-2016). Predict the product of the given reaction. (1) Given the reactants [Cl:1][C:2]1[CH:10]=[CH:9][C:5]([C:6]([NH2:8])=[O:7])=[CH:4][CH:3]=1.[CH3:11][C:12]([CH3:18])([CH2:15][CH:16]=[CH2:17])[CH:13]=O.[NH:19]1[C:23]2[CH:24]=[CH:25][CH:26]=[CH:27][C:22]=2[N:21]=[N:20]1.C1(C)C=CC(S(O)(=O)=O)=CC=1, predict the reaction product. The product is: [N:19]1([CH:13]([C:5]2([CH:9]=[CH:10][C:2]([Cl:1])=[CH:3][CH2:4]2)[C:6]([NH2:8])=[O:7])[C:12]([CH3:11])([CH3:18])[CH2:15][CH:16]=[CH2:17])[C:23]2[CH:24]=[CH:25][CH:26]=[CH:27][C:22]=2[N:21]=[N:20]1. (2) Given the reactants [CH:1]1[C:13]2[CH:12]([CH2:14][O:15][C:16]([NH:18][C@@H:19]([C@@H:23]([CH3:26])[CH2:24][CH3:25])[C:20](O)=[O:21])=[O:17])[C:11]3[C:6](=[CH:7][CH:8]=[CH:9][CH:10]=3)[C:5]=2[CH:4]=[CH:3][CH:2]=1.N1C=CC=CC=1.CCN(S(F)(F)[F:39])CC, predict the reaction product. The product is: [F:39][C:20](=[O:21])[C@@H:19]([NH:18][C:16](=[O:17])[O:15][CH2:14][CH:12]1[C:11]2[CH:10]=[CH:9][CH:8]=[CH:7][C:6]=2[C:5]2[C:13]1=[CH:1][CH:2]=[CH:3][CH:4]=2)[C@@H:23]([CH3:26])[CH2:24][CH3:25].